Dataset: Reaction yield outcomes from USPTO patents with 853,638 reactions. Task: Predict the reaction yield, written as a fraction of the theoretical maximum amount of product (1.0 means a 100% yield; for example, 0.34 means a 34% yield). (1) The reactants are [Cl:1][C:2]1[CH:21]=[C:20]([C:22]([F:25])([F:24])[F:23])[CH:19]=[CH:18][C:3]=1[CH2:4][N:5]1[C:9]([C:10](OCC)=[O:11])=[CH:8][C:7]([CH:15]2[CH2:17][CH2:16]2)=[N:6]1.[H-].C([Al+]CC(C)C)C(C)C.O.O.O.O.O.O.O.O.O.O.[O-]S([O-])(=O)=O.[Na+].[Na+]. The catalyst is O1CCCC1.C1(C)C=CC=CC=1. The product is [Cl:1][C:2]1[CH:21]=[C:20]([C:22]([F:25])([F:23])[F:24])[CH:19]=[CH:18][C:3]=1[CH2:4][N:5]1[C:9]([CH2:10][OH:11])=[CH:8][C:7]([CH:15]2[CH2:16][CH2:17]2)=[N:6]1. The yield is 0.840. (2) The reactants are [S:1]1[C:5]([C:6](O)=[O:7])=[CH:4][C:3]2[CH2:9][CH2:10][CH2:11][CH2:12][C:2]1=2.C(Cl)(=O)C(Cl)=O.C(N(CC)CC)C.[CH3:26][NH:27][O:28][CH3:29]. The catalyst is CN(C=O)C.C(Cl)Cl. The product is [CH3:29][O:28][N:27]([CH3:26])[C:6]([C:5]1[S:1][C:2]2[CH2:12][CH2:11][CH2:10][CH2:9][C:3]=2[CH:4]=1)=[O:7]. The yield is 0.880.